From a dataset of Reaction yield outcomes from USPTO patents with 853,638 reactions. Predict the reaction yield, written as a fraction of the theoretical maximum amount of product (1.0 means a 100% yield; for example, 0.34 means a 34% yield). (1) The reactants are Br[CH:2]1[CH2:8][O:7][C:6]2[CH:9]=[CH:10][C:11]([I:13])=[CH:12][C:5]=2[N:4]2[N:14]=[C:15]([C:17]([O:19][CH2:20][CH3:21])=[O:18])[CH:16]=[C:3]12.CC(C)=[O:24]. The catalyst is O.[N+]([O-])([O-])=O.[Ag+]. The product is [OH:24][CH:2]1[CH2:8][O:7][C:6]2[CH:9]=[CH:10][C:11]([I:13])=[CH:12][C:5]=2[N:4]2[N:14]=[C:15]([C:17]([O:19][CH2:20][CH3:21])=[O:18])[CH:16]=[C:3]12. The yield is 0.350. (2) The reactants are [CH2:1]([O:8][CH2:9][CH2:10][CH2:11][C:12]([OH:14])=O)[C:2]1[CH:7]=[CH:6][CH:5]=[CH:4][CH:3]=1.[CH2:15]([NH2:18])[C:16]#[CH:17].C(N(C(C)C)CC)(C)C.OC1C2N=NNC=2C=CC=1.C(Cl)CCl. The catalyst is CN(C=O)C. The product is [CH2:1]([O:8][CH2:9][CH2:10][CH2:11][C:12]([NH:18][CH2:15][C:16]#[CH:17])=[O:14])[C:2]1[CH:3]=[CH:4][CH:5]=[CH:6][CH:7]=1. The yield is 0.860.